This data is from Full USPTO retrosynthesis dataset with 1.9M reactions from patents (1976-2016). The task is: Predict the reactants needed to synthesize the given product. (1) Given the product [Cl:1][C:2]1[C:7]([CH2:8][C:9]([OH:11])=[O:10])=[C:6]([N:13]2[CH2:17][CH2:16][CH2:15][CH2:14]2)[N:5]=[C:4]([CH2:18][C:19]2[CH:20]=[CH:21][C:22]([NH:25][C:26]([C:28]3[CH:37]=[CH:36][C:35]4[C:30](=[CH:31][CH:32]=[CH:33][CH:34]=4)[CH:29]=3)=[O:27])=[CH:23][CH:24]=2)[N:3]=1, predict the reactants needed to synthesize it. The reactants are: [Cl:1][C:2]1[C:7]([CH2:8][C:9]([O:11]C)=[O:10])=[C:6]([N:13]2[CH2:17][CH2:16][CH2:15][CH2:14]2)[N:5]=[C:4]([CH2:18][C:19]2[CH:24]=[CH:23][C:22]([NH:25][C:26]([C:28]3[CH:37]=[CH:36][C:35]4[C:30](=[CH:31][CH:32]=[CH:33][CH:34]=4)[CH:29]=3)=[O:27])=[CH:21][CH:20]=2)[N:3]=1.[OH-].[Na+].CCOCC.Cl. (2) Given the product [NH:15]1[CH:16]=[CH:17][C:13]([NH:12][C:4]2[N:3]=[C:2]([O:25][C:21]3[CH:20]=[C:19]([CH3:18])[CH:24]=[CH:23][CH:22]=3)[C:11]3[C:6]([CH:5]=2)=[CH:7][CH:8]=[CH:9][CH:10]=3)=[N:14]1, predict the reactants needed to synthesize it. The reactants are: Cl[C:2]1[C:11]2[C:6](=[CH:7][CH:8]=[CH:9][CH:10]=2)[CH:5]=[C:4]([NH:12][C:13]2[CH:17]=[CH:16][NH:15][N:14]=2)[N:3]=1.[CH3:18][C:19]1[CH:20]=[C:21]([OH:25])[CH:22]=[CH:23][CH:24]=1. (3) Given the product [CH2:29]([NH:31][C:32]([NH:1][C:2]1[N:28]=[C:5]2[CH:6]=[CH:7][C:8]([O:10][C:11]3[CH:12]=[C:13]([NH:18][C:19]([C:21]4[N:25]([CH3:26])[N:24]=[C:23]([CH3:27])[CH:22]=4)=[O:20])[CH:14]=[C:15]([CH3:17])[CH:16]=3)=[CH:9][N:4]2[N:3]=1)=[O:33])[CH3:30], predict the reactants needed to synthesize it. The reactants are: [NH2:1][C:2]1[N:28]=[C:5]2[CH:6]=[CH:7][C:8]([O:10][C:11]3[CH:12]=[C:13]([NH:18][C:19]([C:21]4[N:25]([CH3:26])[N:24]=[C:23]([CH3:27])[CH:22]=4)=[O:20])[CH:14]=[C:15]([CH3:17])[CH:16]=3)=[CH:9][N:4]2[N:3]=1.[CH2:29]([N:31]=[C:32]=[O:33])[CH3:30]. (4) Given the product [ClH:37].[F:1][C:2]1[CH:7]=[CH:6][CH:5]=[CH:4][C:3]=1[C:8]1[C:13]2[C:14](=[O:30])[N:15]3[CH2:22][CH2:21][NH:20][CH2:19][CH:16]3[CH2:17][O:18][C:12]=2[CH:11]=[CH:10][CH:9]=1, predict the reactants needed to synthesize it. The reactants are: [F:1][C:2]1[CH:7]=[CH:6][CH:5]=[CH:4][C:3]=1[C:8]1[C:13]2[C:14](=[O:30])[N:15]3[CH2:22][CH2:21][N:20](C(OC(C)(C)C)=O)[CH2:19][CH:16]3[CH2:17][O:18][C:12]=2[CH:11]=[CH:10][CH:9]=1.C(OCC)(=O)C.[ClH:37]. (5) Given the product [F:11][C:12]([F:14])([F:13])[CH:9]([OH:10])[CH2:8][CH2:7][C:3]1[CH:2]=[N:1][CH:6]=[CH:5][CH:4]=1, predict the reactants needed to synthesize it. The reactants are: [N:1]1[CH:6]=[CH:5][CH:4]=[C:3]([CH2:7][CH2:8][CH:9]=[O:10])[CH:2]=1.[F:11][C:12]([Si](C)(C)C)([F:14])[F:13].[F-].C([N+](CCCC)(CCCC)CCCC)CCC. (6) Given the product [Cl:21][C:22]1[C:31]2[C:26](=[CH:27][C:28]([C:32]#[N:33])=[CH:29][CH:30]=2)[C:25]([NH:16][CH2:15][C:14]2[CH:17]=[CH:18][C:11]([Cl:10])=[C:12]([O:19][CH3:20])[CH:13]=2)=[N:24][N:23]=1, predict the reactants needed to synthesize it. The reactants are: Cl.C(N)C1C=CC=CC=1.[Cl:10][C:11]1[CH:18]=[CH:17][C:14]([CH2:15][NH2:16])=[CH:13][C:12]=1[O:19][CH3:20].[Cl:21][C:22]1[C:31]2[C:26](=[CH:27][C:28]([C:32]#[N:33])=[CH:29][CH:30]=2)[C:25](Cl)=[N:24][N:23]=1.C1CCN2C(=NCCC2)CC1. (7) Given the product [F:36][C:35]([F:37])([F:38])[O:34][C:31]1[CH:30]=[CH:29][C:28]([NH:25][C:26](=[O:27])[NH:23][C:20]2[CH:21]=[CH:22][C:17]([C:14]3[CH:15]=[CH:16][C:11]([CH:8]4[CH2:9][CH2:10][CH:5]([CH2:4][C:3]([OH:2])=[O:24])[CH2:6][CH2:7]4)=[CH:12][CH:13]=3)=[N:18][CH:19]=2)=[CH:33][CH:32]=1, predict the reactants needed to synthesize it. The reactants are: C[O:2][C:3](=[O:24])[CH2:4][CH:5]1[CH2:10][CH2:9][CH:8]([C:11]2[CH:16]=[CH:15][C:14]([C:17]3[CH:22]=[CH:21][C:20]([NH2:23])=[CH:19][N:18]=3)=[CH:13][CH:12]=2)[CH2:7][CH2:6]1.[N:25]([C:28]1[CH:33]=[CH:32][C:31]([O:34][C:35]([F:38])([F:37])[F:36])=[CH:30][CH:29]=1)=[C:26]=[O:27].